This data is from NCI-60 drug combinations with 297,098 pairs across 59 cell lines. The task is: Regression. Given two drug SMILES strings and cell line genomic features, predict the synergy score measuring deviation from expected non-interaction effect. (1) Drug 1: C1CN1C2=NC(=NC(=N2)N3CC3)N4CC4. Drug 2: CC1OCC2C(O1)C(C(C(O2)OC3C4COC(=O)C4C(C5=CC6=C(C=C35)OCO6)C7=CC(=C(C(=C7)OC)O)OC)O)O. Cell line: SF-295. Synergy scores: CSS=77.5, Synergy_ZIP=4.84, Synergy_Bliss=3.68, Synergy_Loewe=4.82, Synergy_HSA=8.57. (2) Drug 1: CC(C)(C#N)C1=CC(=CC(=C1)CN2C=NC=N2)C(C)(C)C#N. Drug 2: C#CCC(CC1=CN=C2C(=N1)C(=NC(=N2)N)N)C3=CC=C(C=C3)C(=O)NC(CCC(=O)O)C(=O)O. Cell line: MOLT-4. Synergy scores: CSS=-3.40, Synergy_ZIP=0.839, Synergy_Bliss=-0.498, Synergy_Loewe=-2.20, Synergy_HSA=-2.13. (3) Drug 1: C1CCC(C1)C(CC#N)N2C=C(C=N2)C3=C4C=CNC4=NC=N3. Drug 2: CC1CCCC2(C(O2)CC(NC(=O)CC(C(C(=O)C(C1O)C)(C)C)O)C(=CC3=CSC(=N3)C)C)C. Cell line: NCI-H460. Synergy scores: CSS=-5.56, Synergy_ZIP=0.252, Synergy_Bliss=-1.74, Synergy_Loewe=-4.70, Synergy_HSA=-4.15. (4) Drug 1: C1=NC2=C(N1)C(=S)N=CN2. Drug 2: CCN(CC)CCCC(C)NC1=C2C=C(C=CC2=NC3=C1C=CC(=C3)Cl)OC. Cell line: DU-145. Synergy scores: CSS=31.5, Synergy_ZIP=-6.14, Synergy_Bliss=-6.54, Synergy_Loewe=-11.7, Synergy_HSA=-2.21. (5) Drug 1: CC12CCC3C(C1CCC2=O)CC(=C)C4=CC(=O)C=CC34C. Drug 2: C1CC(C1)(C(=O)O)C(=O)O.[NH2-].[NH2-].[Pt+2]. Cell line: SF-539. Synergy scores: CSS=38.1, Synergy_ZIP=-6.34, Synergy_Bliss=-2.29, Synergy_Loewe=-6.18, Synergy_HSA=-0.289. (6) Drug 1: C1C(C(OC1N2C=C(C(=O)NC2=O)F)CO)O. Drug 2: CC=C1C(=O)NC(C(=O)OC2CC(=O)NC(C(=O)NC(CSSCCC=C2)C(=O)N1)C(C)C)C(C)C. Cell line: RPMI-8226. Synergy scores: CSS=65.2, Synergy_ZIP=3.20, Synergy_Bliss=3.27, Synergy_Loewe=1.21, Synergy_HSA=5.61. (7) Drug 1: CC(C)(C#N)C1=CC(=CC(=C1)CN2C=NC=N2)C(C)(C)C#N. Drug 2: C1CN(P(=O)(OC1)NCCCl)CCCl. Cell line: M14. Synergy scores: CSS=-8.75, Synergy_ZIP=5.03, Synergy_Bliss=2.24, Synergy_Loewe=-4.28, Synergy_HSA=-5.76. (8) Drug 1: COC1=C2C(=CC3=C1OC=C3)C=CC(=O)O2. Drug 2: CC1CCCC2(C(O2)CC(NC(=O)CC(C(C(=O)C(C1O)C)(C)C)O)C(=CC3=CSC(=N3)C)C)C. Cell line: U251. Synergy scores: CSS=32.6, Synergy_ZIP=5.65, Synergy_Bliss=-0.637, Synergy_Loewe=-41.7, Synergy_HSA=-10.6. (9) Drug 1: C1CCN(CC1)CCOC2=CC=C(C=C2)C(=O)C3=C(SC4=C3C=CC(=C4)O)C5=CC=C(C=C5)O. Drug 2: C1C(C(OC1N2C=NC3=C2NC=NCC3O)CO)O. Cell line: MCF7. Synergy scores: CSS=19.0, Synergy_ZIP=-1.45, Synergy_Bliss=-0.806, Synergy_Loewe=-3.70, Synergy_HSA=2.87.